This data is from Reaction yield outcomes from USPTO patents with 853,638 reactions. The task is: Predict the reaction yield, written as a fraction of the theoretical maximum amount of product (1.0 means a 100% yield; for example, 0.34 means a 34% yield). (1) The reactants are [Br:1][C:2]1[CH:10]=[C:9]([CH3:11])[CH:8]=[CH:7][C:3]=1[C:4]([NH2:6])=O.O=P12OP3(OP(OP(O3)(O1)=O)(=O)O2)=O. The catalyst is C(Cl)(Cl)Cl. The product is [Br:1][C:2]1[CH:10]=[C:9]([CH3:11])[CH:8]=[CH:7][C:3]=1[C:4]#[N:6]. The yield is 0.980. (2) The product is [F:1][C:2]1[CH:3]=[CH:4][C:5]([N:8]2[C:16]3[C:11](=[CH:12][C:13]([C:17]([CH3:25])([CH3:24])[C:18]([CH3:23])([CH3:22])[CH2:19][NH2:21])=[CH:14][CH:15]=3)[CH:10]=[N:9]2)=[CH:6][CH:7]=1. The reactants are [F:1][C:2]1[CH:7]=[CH:6][C:5]([N:8]2[C:16]3[C:11](=[CH:12][C:13]([C:17]([CH3:25])([CH3:24])[C:18]([CH3:23])([CH3:22])[C:19]([NH2:21])=O)=[CH:14][CH:15]=3)[CH:10]=[N:9]2)=[CH:4][CH:3]=1.[H-].[H-].[H-].[H-].[Li+].[Al+3].[OH-].[Na+]. The yield is 1.10. The catalyst is C1COCC1. (3) The reactants are [C:1]([C:5]1[CH:10]=[CH:9][C:8]([CH2:11][C:12]#[N:13])=[CH:7][CH:6]=1)([CH3:4])([CH3:3])[CH3:2].C([O:16][C:17]([C:19]1[N:23]([CH3:24])[N:22]=[C:21]([CH3:25])[C:20]=1[CH3:26])=O)C.C(OCCOCCO)CCC.CO.C[O-].[Na+]. The catalyst is O.CCCCCCC. The product is [O:16]=[C:17]([C:19]1[N:23]([CH3:24])[N:22]=[C:21]([CH3:25])[C:20]=1[CH3:26])[CH:11]([C:8]1[CH:7]=[CH:6][C:5]([C:1]([CH3:4])([CH3:2])[CH3:3])=[CH:10][CH:9]=1)[C:12]#[N:13]. The yield is 0.851. (4) The catalyst is C(O)(=O)C. The yield is 0.930. The product is [Br:19][C:16]1[S:15][C:14]2[CH2:13][C:12]3[C:8]([C:5]4[CH:6]=[CH:7][C:2]([Br:1])=[CH:3][CH:4]=4)=[N:9][NH:10][C:11]=3[C:18]=2[CH:17]=1. The reactants are [Br:1][C:2]1[CH:7]=[CH:6][C:5]([C:8]2[C:12]3[CH2:13][C:14]4[S:15][CH:16]=[CH:17][C:18]=4[C:11]=3[NH:10][N:9]=2)=[CH:4][CH:3]=1.[Br:19]Br.